This data is from Forward reaction prediction with 1.9M reactions from USPTO patents (1976-2016). The task is: Predict the product of the given reaction. (1) Given the reactants [N+:1]([C:4]1[CH:9]=[CH:8][CH:7]=[CH:6][C:5]=1[C:10]1[S:11][CH:12]=[N:13][N:14]=1)([O-:3])=[O:2].C(NN[C:19](=[O:29])[C:20]1C=C[CH:23]=[CH:22][C:21]=1[N+]([O-])=O)=O, predict the reaction product. The product is: [N+:1]([C:4]1[CH:9]=[CH:8][CH:7]=[CH:6][C:5]=1[C:10]1[S:11][C:12]([CH:21]2[CH2:20][CH2:19][O:29][CH2:23][CH2:22]2)=[N:13][N:14]=1)([O-:3])=[O:2]. (2) Given the reactants O[CH2:2][C:3]1[CH:4]=[C:5]([CH:8]=[CH:9][C:10]=1[CH:11]1[C:16]2[C:17](=[O:20])[CH2:18][CH2:19][C:15]=2[N:14]([C:21]2[CH:26]=[CH:25][CH:24]=[C:23]([C:27]([F:30])([F:29])[F:28])[CH:22]=2)[C:13](=[O:31])[N:12]1[CH3:32])[C:6]#[N:7].P(Br)(Br)[Br:34], predict the reaction product. The product is: [Br:34][CH2:2][C:3]1[CH:4]=[C:5]([CH:8]=[CH:9][C:10]=1[CH:11]1[C:16]2[C:17](=[O:20])[CH2:18][CH2:19][C:15]=2[N:14]([C:21]2[CH:26]=[CH:25][CH:24]=[C:23]([C:27]([F:30])([F:29])[F:28])[CH:22]=2)[C:13](=[O:31])[N:12]1[CH3:32])[C:6]#[N:7]. (3) Given the reactants O[CH2:2][C:3]1[CH:17]=[CH:16][C:6]([O:7][CH2:8][CH2:9][CH2:10][C:11]([O:13][CH2:14][CH3:15])=[O:12])=[CH:5][CH:4]=1.[Cl-:18], predict the reaction product. The product is: [Cl:18][CH2:2][C:3]1[CH:17]=[CH:16][C:6]([O:7][CH2:8][CH2:9][CH2:10][C:11]([O:13][CH2:14][CH3:15])=[O:12])=[CH:5][CH:4]=1. (4) The product is: [C:19]([N:17]([C:15](=[O:16])[CH2:14][N:4]1[C:5]2[C:10](=[C:9]([N+:11]([O-:13])=[O:12])[CH:8]=[CH:7][CH:6]=2)[C:2]([Br:1])=[N:3]1)[NH2:18])(=[O:21])[CH3:20]. Given the reactants [Br:1][C:2]1[C:10]2[C:5](=[CH:6][CH:7]=[CH:8][C:9]=2[N+:11]([O-:13])=[O:12])[N:4]([CH2:14][C:15]([NH:17][NH2:18])=[O:16])[N:3]=1.[C:19](OC(=O)C)(=[O:21])[CH3:20], predict the reaction product.